This data is from Reaction yield outcomes from USPTO patents with 853,638 reactions. The task is: Predict the reaction yield, written as a fraction of the theoretical maximum amount of product (1.0 means a 100% yield; for example, 0.34 means a 34% yield). (1) The reactants are O[CH2:2][CH2:3][CH2:4][C:5]1[CH:10]=[CH:9][C:8]([OH:11])=[CH:7][CH:6]=1.[BrH:12]. The catalyst is O. The product is [Br:12][CH2:2][CH2:3][CH2:4][C:5]1[CH:10]=[CH:9][C:8]([OH:11])=[CH:7][CH:6]=1. The yield is 0.920. (2) The reactants are Cl[CH2:2][CH2:3][CH:4]1[C:12]2[CH:11]=[CH:10][S:9][C:8]=2[CH2:7][CH2:6][CH2:5]1.Cl.[C:14]1([CH:20]2[CH2:25][CH2:24][NH:23][CH2:22][CH2:21]2)[CH:19]=[CH:18][CH:17]=[CH:16][CH:15]=1.C([O-])([O-])=O.[K+].[K+].[Na+].[I-]. The catalyst is CN(C=O)C. The product is [C:14]1([CH:20]2[CH2:21][CH2:22][N:23]([CH2:2][CH2:3][CH:4]3[C:12]4[CH:11]=[CH:10][S:9][C:8]=4[CH2:7][CH2:6][CH2:5]3)[CH2:24][CH2:25]2)[CH:19]=[CH:18][CH:17]=[CH:16][CH:15]=1. The yield is 0.590. (3) The catalyst is CN1C(=O)CCC1. The yield is 0.910. The product is [CH2:9]([O:8][C:6]1[C:5]([C:11]([F:14])([F:13])[F:12])=[CH:4][C:3]([N+:15]([O-:17])=[O:16])=[C:2]([CH:7]=1)[C:18]#[N:19])[CH3:10]. The reactants are Br[C:2]1[CH:7]=[C:6]([O:8][CH2:9][CH3:10])[C:5]([C:11]([F:14])([F:13])[F:12])=[CH:4][C:3]=1[N+:15]([O-:17])=[O:16].[C:18]([Cu])#[N:19].Cl.